Dataset: Peptide-MHC class II binding affinity with 134,281 pairs from IEDB. Task: Regression. Given a peptide amino acid sequence and an MHC pseudo amino acid sequence, predict their binding affinity value. This is MHC class II binding data. (1) The peptide sequence is PYILLVSSKVSTVKD. The MHC is DRB1_0301 with pseudo-sequence DRB1_0301. The binding affinity (normalized) is 0.569. (2) The peptide sequence is GELQGVDKIDAAFKI. The MHC is DRB1_0802 with pseudo-sequence DRB1_0802. The binding affinity (normalized) is 0.441. (3) The peptide sequence is IRALVGDEVELPCRI. The MHC is DRB1_0101 with pseudo-sequence DRB1_0101. The binding affinity (normalized) is 0.477. (4) The binding affinity (normalized) is 0.738. The MHC is DRB1_0405 with pseudo-sequence DRB1_0405. The peptide sequence is LTEWTSSNVMEERY. (5) The peptide sequence is LVGPTPVNVIGRNLLTQIGC. The MHC is DRB1_0401 with pseudo-sequence DRB1_0401. The binding affinity (normalized) is 0.174. (6) The peptide sequence is VCGMFTNRSGSQQW. The MHC is H-2-IAb with pseudo-sequence H-2-IAb. The binding affinity (normalized) is 0. (7) The MHC is DRB1_1101 with pseudo-sequence DRB1_1101. The peptide sequence is SGLFQFFVFLALAGR. The binding affinity (normalized) is 0.410. (8) The peptide sequence is VRNGKKLIPSWASVK. The MHC is DRB1_0701 with pseudo-sequence DRB1_0701. The binding affinity (normalized) is 0.561. (9) The peptide sequence is QEMENFLGPIAVGGL. The MHC is HLA-DQA10201-DQB10301 with pseudo-sequence HLA-DQA10201-DQB10301. The binding affinity (normalized) is 0.416. (10) The peptide sequence is AVWGKNSCAKNYNCK. The MHC is DRB1_0701 with pseudo-sequence DRB1_0701. The binding affinity (normalized) is 0.114.